This data is from Full USPTO retrosynthesis dataset with 1.9M reactions from patents (1976-2016). The task is: Predict the reactants needed to synthesize the given product. Given the product [C:35]([N:32]1[CH2:31][CH2:30][CH:29]([NH:28][C:26]([C:22]2[C:18]3[N:19]=[CH:20][N:21]=[C:16]([C:8]4[CH:9]=[C:10]([CH:13]([F:14])[F:15])[CH:11]=[CH:12][C:7]=4[O:6][CH2:5][CH:2]4[CH2:4][CH2:3]4)[C:17]=3[NH:24][C:23]=2[CH3:25])=[O:27])[CH2:34][CH2:33]1)(=[O:37])[CH3:36], predict the reactants needed to synthesize it. The reactants are: Cl.[CH:2]1([CH2:5][O:6][C:7]2[CH:12]=[CH:11][C:10]([CH:13]([F:15])[F:14])=[CH:9][C:8]=2[C:16]2[C:17]3[NH:24][C:23]([CH3:25])=[C:22]([C:26]([NH:28][CH:29]4[CH2:34][CH2:33][NH:32][CH2:31][CH2:30]4)=[O:27])[C:18]=3[N:19]=[CH:20][N:21]=2)[CH2:4][CH2:3]1.[C:35](Cl)(=[O:37])[CH3:36].